From a dataset of Catalyst prediction with 721,799 reactions and 888 catalyst types from USPTO. Predict which catalyst facilitates the given reaction. Reactant: Cl[CH2:2][CH2:3][CH2:4][CH2:5][O:6][C:7]1[CH:8]=[CH:9][C:10]2[CH2:16][CH2:15][C:14]([CH3:18])([CH3:17])[C:13](=[O:19])[NH:12][C:11]=2[CH:20]=1.Cl.[Cl:22][C:23]1[C:28]([Cl:29])=[CH:27][CH:26]=[CH:25][C:24]=1[N:30]1[CH2:35][CH2:34][NH:33][CH2:32][CH2:31]1.[I-].[Na+].C(=O)([O-])[O-].[K+].[K+]. Product: [Cl:22][C:23]1[C:28]([Cl:29])=[CH:27][CH:26]=[CH:25][C:24]=1[N:30]1[CH2:35][CH2:34][N:33]([CH2:2][CH2:3][CH2:4][CH2:5][O:6][C:7]2[CH:8]=[CH:9][C:10]3[CH2:16][CH2:15][C:14]([CH3:18])([CH3:17])[C:13](=[O:19])[NH:12][C:11]=3[CH:20]=2)[CH2:32][CH2:31]1. The catalyst class is: 10.